This data is from Full USPTO retrosynthesis dataset with 1.9M reactions from patents (1976-2016). The task is: Predict the reactants needed to synthesize the given product. (1) Given the product [ClH:1].[Cl:8][C:6]1[CH:5]=[CH:4][N:3]=[C:2]([C:14]2[CH:13]=[CH:12][CH:11]=[C:10]([Cl:9])[CH:15]=2)[CH:7]=1, predict the reactants needed to synthesize it. The reactants are: [Cl:1][C:2]1[CH:7]=[C:6]([Cl:8])[CH:5]=[CH:4][N:3]=1.[Cl:9][C:10]1[CH:11]=[C:12](B(O)O)[CH:13]=[CH:14][CH:15]=1. (2) Given the product [OH:36][CH2:35][C@@H:31]1[CH2:30][C@@H:29]([NH:28][C:24]2[N:23]=[CH:22][C:21]3[C:26](=[CH:27][C:18]([C:16]([NH2:15])=[O:17])=[CH:19][CH:20]=3)[N:25]=2)[CH2:34][CH2:33][O:32]1, predict the reactants needed to synthesize it. The reactants are: ClC1C=CC([C@H]([NH:15][C:16]([C:18]2[CH:27]=[C:26]3[C:21]([CH:22]=[N:23][C:24]([NH:28][C@H:29]4[CH2:34][CH2:33][O:32][C@H:31]([CH2:35][OH:36])[CH2:30]4)=[N:25]3)=[CH:20][CH:19]=2)=[O:17])C2C=NN(C)C=2)=CC=1F.[Si](OC[C@@H]1C[C@H](N)CCO1)(C(C)(C)C)(C)C. (3) Given the product [Cl:44][C:38]1[CH:37]=[C:36]([C:33]2[CH:34]=[CH:35][N:31]([CH2:30][C@@H:29]([NH:28][C:12]([C:9]3[CH:8]=[C:7]([C:5]4[CH:4]=[N:3][N:2]([CH3:1])[CH:6]=4)[O:11][N:10]=3)=[O:14])[CH3:45])[N:32]=2)[CH:43]=[CH:42][C:39]=1[C:40]#[N:41], predict the reactants needed to synthesize it. The reactants are: [CH3:1][N:2]1[CH:6]=[C:5]([C:7]2[O:11][N:10]=[C:9]([C:12]([OH:14])=O)[CH:8]=2)[CH:4]=[N:3]1.C1C=CC2N(O)N=NC=2C=1.N=C=N.[NH2:28][C@@H:29]([CH3:45])[CH2:30][N:31]1[CH:35]=[CH:34][C:33]([C:36]2[CH:43]=[CH:42][C:39]([C:40]#[N:41])=[C:38]([Cl:44])[CH:37]=2)=[N:32]1.C(O)C(N)(CO)CO. (4) Given the product [CH:68]1([C:69]2[CH:3]=[CH:2][C:1]([CH2:78][C:72]3[CH:77]=[CH:76][CH:75]=[CH:74][C:73]=3[O:44][C@H:25]3[C@H:26]([O:36][CH2:37][C:38]4[CH:39]=[CH:40][CH:41]=[CH:42][CH:43]=4)[C@@H:27]([O:28][CH2:29][C:30]4[CH:35]=[CH:34][CH:33]=[CH:32][CH:31]=4)[C@H:22]([O:21][CH2:14][C:15]4[CH:20]=[CH:19][CH:18]=[CH:17][CH:16]=4)[C:23]([CH2:45][O:46][CH2:47][C:48]4[CH:49]=[CH:50][CH:51]=[CH:52][CH:53]=4)=[CH:24]3)=[CH:71][CH:70]=2)[CH2:66][CH2:67]1, predict the reactants needed to synthesize it. The reactants are: [CH2:1](P(CCCC)CCCC)[CH2:2][CH2:3]C.[CH2:14]([O:21][C@H:22]1[C@H:27]([O:28][CH2:29][C:30]2[CH:35]=[CH:34][CH:33]=[CH:32][CH:31]=2)[C@@H:26]([O:36][CH2:37][C:38]2[CH:43]=[CH:42][CH:41]=[CH:40][CH:39]=2)[C@@H:25]([OH:44])[CH:24]=[C:23]1[CH2:45][O:46][CH2:47][C:48]1[CH:53]=[CH:52][CH:51]=[CH:50][CH:49]=1)[C:15]1[CH:20]=[CH:19][CH:18]=[CH:17][CH:16]=1.CN(C(/N=N/C(N(C)C)=O)=O)C.[CH3:66][CH2:67][CH2:68][CH2:69][CH2:70][CH3:71].[C:72]1([CH3:78])[CH:77]=[CH:76][CH:75]=[CH:74][CH:73]=1. (5) Given the product [NH2:13][C:8]1[C:9]([CH2:11][CH3:12])=[CH:10][C:5]([C:1]([CH3:3])([CH3:2])[CH3:4])=[C:6]([OH:16])[CH:7]=1, predict the reactants needed to synthesize it. The reactants are: [C:1]([C:5]1[CH:10]=[C:9]([CH2:11][CH3:12])[C:8]([N+:13]([O-])=O)=[CH:7][C:6]=1[OH:16])([CH3:4])([CH3:3])[CH3:2]. (6) Given the product [C:20]([O:8][CH:9]1[CH2:14][C:13]([CH3:15])([CH3:16])[NH+:12]([O-:17])[C:11]([CH3:19])([CH3:18])[CH2:10]1)(=[O:22])[CH3:21], predict the reactants needed to synthesize it. The reactants are: C(N(CC)CC)C.[OH:8][CH:9]1[CH2:14][C:13]([CH3:16])([CH3:15])[NH+:12]([O-:17])[C:11]([CH3:19])([CH3:18])[CH2:10]1.[C:20](OC(=O)C)(=[O:22])[CH3:21]. (7) The reactants are: [CH3:1][O:2][C:3]1[CH:4]=[C:5]2[C:10](=[CH:11][C:12]=1[O:13][CH3:14])[N:9]=[CH:8][CH:7]=[C:6]2[O:15][C:16]1[CH:22]=[CH:21][C:19]([NH2:20])=[C:18]([CH3:23])[C:17]=1[CH3:24].ClC(Cl)(O[C:29](=[O:35])OC(Cl)(Cl)Cl)Cl.[NH2:37][C:38]1[N:43]=[C:42]([CH3:44])[C:41]([Br:45])=[CH:40][CH:39]=1.CO. Given the product [Br:45][C:41]1[CH:40]=[CH:39][C:38]([NH:37][C:29]([NH:20][C:19]2[CH:21]=[CH:22][C:16]([O:15][C:6]3[C:5]4[C:10](=[CH:11][C:12]([O:13][CH3:14])=[C:3]([O:2][CH3:1])[CH:4]=4)[N:9]=[CH:8][CH:7]=3)=[C:17]([CH3:24])[C:18]=2[CH3:23])=[O:35])=[N:43][C:42]=1[CH3:44], predict the reactants needed to synthesize it.